From a dataset of Reaction yield outcomes from USPTO patents with 853,638 reactions. Predict the reaction yield, written as a fraction of the theoretical maximum amount of product (1.0 means a 100% yield; for example, 0.34 means a 34% yield). (1) The catalyst is C(O)C.[Pd]. The reactants are Br[C:2]1[C:3]([NH:18][C:19]2[NH:20][N:21]=[C:22]([O:24][CH:25]([CH3:27])[CH3:26])[CH:23]=2)=[N:4][C:5]([NH:8][CH2:9][C:10]2[O:14][N:13]=[C:12]([C:15]([NH2:17])=[O:16])[CH:11]=2)=[N:6][CH:7]=1.[H][H]. The product is [CH3:27][CH:25]([O:24][C:22]1[CH:23]=[C:19]([NH:18][C:3]2[CH:2]=[CH:7][N:6]=[C:5]([NH:8][CH2:9][C:10]3[O:14][N:13]=[C:12]([C:15]([NH2:17])=[O:16])[CH:11]=3)[N:4]=2)[NH:20][N:21]=1)[CH3:26]. The yield is 0.990. (2) The reactants are [C:1]([C:3]1[CH:4]=[CH:5][C:6]([NH2:9])=[N:7][CH:8]=1)#[CH:2].[CH2:10]([O:17][C:18]1[CH:23]=[CH:22][C:21]([CH2:24][C:25](Cl)=[N:26][OH:27])=[CH:20][CH:19]=1)[C:11]1[CH:16]=[CH:15][CH:14]=[CH:13][CH:12]=1.C(N(CC)CC)C. The catalyst is O1CCCC1. The product is [CH2:10]([O:17][C:18]1[CH:23]=[CH:22][C:21]([CH2:24][C:25]2[CH:2]=[C:1]([C:3]3[CH:4]=[CH:5][C:6]([NH2:9])=[N:7][CH:8]=3)[O:27][N:26]=2)=[CH:20][CH:19]=1)[C:11]1[CH:12]=[CH:13][CH:14]=[CH:15][CH:16]=1. The yield is 0.0300. (3) The reactants are [F:1][C:2]1[CH:7]=[CH:6][C:5]([CH2:8][CH2:9][NH2:10])=[CH:4][CH:3]=1.[C:11]([C:15]1[CH:22]=[CH:21][C:18]([CH:19]=O)=[C:17]([OH:23])[CH:16]=1)([CH3:14])([CH3:13])[CH3:12].[BH4-].[Na+]. The catalyst is CO. The product is [C:11]([C:15]1[CH:22]=[CH:21][C:18]([CH2:19][NH:10][CH2:9][CH2:8][C:5]2[CH:6]=[CH:7][C:2]([F:1])=[CH:3][CH:4]=2)=[C:17]([OH:23])[CH:16]=1)([CH3:14])([CH3:13])[CH3:12]. The yield is 0.830. (4) The catalyst is O1CCCC1.O.C1C=CC=CC=1.ClCCl. The yield is 0.780. The product is [CH2:26]([O:25][C:23]([NH:17][C@H:6]1[C@@H:7]2[CH2:11][C@@H:10]([CH:9]=[CH:8]2)[C@H:5]1[C:3]([O:2][CH3:1])=[O:4])=[O:24])[C:27]1[CH:36]=[CH:35][CH:34]=[CH:33][CH:32]=1. The reactants are [CH3:1][O:2][C:3]([C@@H:5]1[C@H:10]2[CH2:11][C@H:7]([CH:8]=[CH:9]2)[C@@H:6]1C(O)=O)=[O:4].C([N:17](CC)CC)C.Cl[C:23]([O:25][CH2:26][CH3:27])=[O:24].[N-]=[N+]=[N-].[Na+].[CH2:32](O)[C:33]1C=C[CH:36]=[CH:35][CH:34]=1. (5) The reactants are [NH2:1][C:2]1[CH:7]=[CH:6][CH:5]=[C:4]([NH2:8])[N:3]=1.[I:9]N1C(=O)CCC1=O.O. The catalyst is CS(C)=O. The product is [I:9][C:7]1[C:2]([NH2:1])=[N:3][C:4]([NH2:8])=[CH:5][CH:6]=1. The yield is 0.228. (6) The reactants are FC1C=CC(C[O:7][C:8]2[CH:9]=[C:10]3[C:15](=[CH:16][CH:17]=2)[C:14](=[O:18])[N:13]([CH:19]([CH3:23])[C:20]([NH2:22])=[O:21])[CH2:12][CH2:11]3)=CC=1. The catalyst is C(O)C.[Pd]. The product is [OH:7][C:8]1[CH:9]=[C:10]2[C:15](=[CH:16][CH:17]=1)[C:14](=[O:18])[N:13]([CH:19]([CH3:23])[C:20]([NH2:22])=[O:21])[CH2:12][CH2:11]2. The yield is 1.00.